Task: Predict the reaction yield, written as a fraction of the theoretical maximum amount of product (1.0 means a 100% yield; for example, 0.34 means a 34% yield).. Dataset: Reaction yield outcomes from USPTO patents with 853,638 reactions (1) The reactants are [CH3:1][N:2]1[C:6]([N:7]2[CH2:12][CH2:11][NH:10][CH:9]([C:13]([F:16])([F:15])[F:14])[CH2:8]2)=[C:5]([N+:17]([O-])=O)[CH:4]=[N:3]1.[NH4+].[Cl-]. The product is [CH3:1][N:2]1[C:6]([N:7]2[CH2:12][CH2:11][NH:10][CH:9]([C:13]([F:16])([F:15])[F:14])[CH2:8]2)=[C:5]([NH2:17])[CH:4]=[N:3]1. The yield is 0.900. The catalyst is CO.O.[Zn]. (2) The reactants are [CH2:1]([NH:5][CH2:6][C:7]1[CH:12]=[CH:11][C:10]([C:13]([F:16])([F:15])[F:14])=[CH:9][CH:8]=1)[CH2:2][CH2:3][CH3:4].[CH2:17]([O:19][C@H:20]([C:33]([O:35][CH2:36][CH3:37])=[O:34])[CH2:21][C:22]1[CH:32]=[CH:31][C:25]([O:26][CH2:27][C:28](O)=[O:29])=[CH:24][CH:23]=1)[CH3:18].C(N(CC)C(C)C)(C)C.F[B-](F)(F)F.N1(OC(N(C)C)=[N+](C)C)C2C=CC=CC=2N=N1. The catalyst is C(Cl)Cl. The product is [CH2:1]([N:5]([CH2:6][C:7]1[CH:8]=[CH:9][C:10]([C:13]([F:14])([F:15])[F:16])=[CH:11][CH:12]=1)[C:28](=[O:29])[CH2:27][O:26][C:25]1[CH:24]=[CH:23][C:22]([CH2:21][C@H:20]([O:19][CH2:17][CH3:18])[C:33]([O:35][CH2:36][CH3:37])=[O:34])=[CH:32][CH:31]=1)[CH2:2][CH2:3][CH3:4]. The yield is 0.350. (3) The reactants are [O:1]1[CH2:6][CH2:5][CH2:4][CH2:3][CH:2]1[O:7][CH2:8][CH2:9][OH:10].[H-].[Na+].Cl[C:14]1[C:19]([C:20]#[N:21])=[CH:18][N:17]=[C:16]([Cl:22])[CH:15]=1. The catalyst is CN(C=O)C. The product is [Cl:22][C:16]1[CH:15]=[C:14]([O:10][CH2:9][CH2:8][O:7][CH:2]2[CH2:3][CH2:4][CH2:5][CH2:6][O:1]2)[C:19]([C:20]#[N:21])=[CH:18][N:17]=1. The yield is 0.600. (4) The reactants are [CH3:1][O:2][C:3](=[O:13])[O:4][C:5]1[CH:10]=[CH:9][C:8]([F:11])=[CH:7][C:6]=1[CH3:12].[N+:14]([O-])([O-:16])=[O:15].[K+]. The catalyst is S(=O)(=O)(O)O. The product is [CH3:1][O:2][C:3](=[O:13])[O:4][C:5]1[CH:10]=[C:9]([N+:14]([O-:16])=[O:15])[C:8]([F:11])=[CH:7][C:6]=1[CH3:12]. The yield is 0.110. (5) The reactants are C(N(CC)CC)C.[CH:8]1([C:14](Cl)=[O:15])[CH2:13][CH2:12][CH2:11][CH2:10][CH2:9]1.[F:17][C:18]1[N:23]=[C:22]([N:24]2[CH2:29][CH2:28][N:27]([CH2:30][CH2:31][NH2:32])[CH2:26][CH2:25]2)[CH:21]=[CH:20][CH:19]=1.C(=O)([O-])[O-].[K+].[K+]. The catalyst is ClCCl. The product is [F:17][C:18]1[N:23]=[C:22]([N:24]2[CH2:29][CH2:28][N:27]([CH2:30][CH2:31][NH:32][C:14]([CH:8]3[CH2:13][CH2:12][CH2:11][CH2:10][CH2:9]3)=[O:15])[CH2:26][CH2:25]2)[CH:21]=[CH:20][CH:19]=1. The yield is 0.250.